Dataset: Forward reaction prediction with 1.9M reactions from USPTO patents (1976-2016). Task: Predict the product of the given reaction. (1) Given the reactants [Li+].CC([N-]C(C)C)C.[F:9][C:10]1[CH:15]=[C:14]([C:16]([F:19])([F:18])[F:17])[CH:13]=[CH:12][C:11]=1[NH2:20].Cl[C:22]1[C:30]([C:31]([OH:33])=[O:32])=[C:29]2[N:25]([CH2:26][CH2:27][CH2:28]2)[C:24](=[O:34])[C:23]=1[F:35], predict the reaction product. The product is: [F:35][C:23]1[C:24](=[O:34])[N:25]2[C:29](=[C:30]([C:31]([OH:33])=[O:32])[C:22]=1[NH:20][C:11]1[CH:12]=[CH:13][C:14]([C:16]([F:18])([F:19])[F:17])=[CH:15][C:10]=1[F:9])[CH2:28][CH2:27][CH2:26]2. (2) The product is: [O:30]=[S:1]1[CH2:4][CH:3]([NH:5][C:6]([C:8]2[CH:12]=[C:11]([CH2:13][O:14][CH2:15][C:16]3[CH:21]=[CH:20][CH:19]=[CH:18][CH:17]=3)[O:10][N:9]=2)=[O:7])[CH2:2]1. Given the reactants [S:1]1[CH2:4][CH:3]([NH:5][C:6]([C:8]2[CH:12]=[C:11]([CH2:13][O:14][CH2:15][C:16]3[CH:21]=[CH:20][CH:19]=[CH:18][CH:17]=3)[O:10][N:9]=2)=[O:7])[CH2:2]1.ClC1C=CC=C(C(OO)=[O:30])C=1.S([O-])([O-])=O.[Na+].[Na+], predict the reaction product.